This data is from Full USPTO retrosynthesis dataset with 1.9M reactions from patents (1976-2016). The task is: Predict the reactants needed to synthesize the given product. (1) Given the product [C:17]1([C:2]2[N:6]3[CH:7]=[CH:8][N:9]=[CH:10][C:5]3=[N:4][CH:3]=2)[CH:22]=[CH:21][CH:20]=[CH:19][CH:18]=1, predict the reactants needed to synthesize it. The reactants are: Br[C:2]1[N:6]2[CH:7]=[CH:8][N:9]=[CH:10][C:5]2=[N:4][CH:3]=1.C(=O)([O-])[O-].[Na+].[Na+].[C:17]1(B(O)O)[CH:22]=[CH:21][CH:20]=[CH:19][CH:18]=1. (2) Given the product [CH3:21][C@@H:17]1[CH2:18][CH2:19][CH2:20][N:16]1[C:14](=[O:15])[CH2:13][C:11]1[N:12]=[C:8]([C:5]2[CH:6]=[CH:7][C:2]([O:1][CH2:25][C:26]3[N:27]=[CH:28][S:29][CH:30]=3)=[CH:3][CH:4]=2)[O:9][C:10]=1[CH3:22], predict the reactants needed to synthesize it. The reactants are: [OH:1][C:2]1[CH:7]=[CH:6][C:5]([C:8]2[O:9][C:10]([CH3:22])=[C:11]([CH2:13][C:14]([N:16]3[CH2:20][CH2:19][CH2:18][C@H:17]3[CH3:21])=[O:15])[N:12]=2)=[CH:4][CH:3]=1.Cl.Cl[CH2:25][C:26]1[N:27]=[CH:28][S:29][CH:30]=1. (3) Given the product [NH2:19][C:20]([NH:22][C:23]1[NH:24][C:25]2[C:30]([C:31]=1[C:32]([NH2:33])=[O:34])=[CH:29][CH:28]=[C:27]([C:35]([NH:18][CH2:17][CH2:16][C:13]1[CH:14]=[CH:15][CH:10]=[CH:11][CH:12]=1)=[O:37])[CH:26]=2)=[O:21], predict the reactants needed to synthesize it. The reactants are: C(N(CC)C(C)C)(C)C.[CH:10]1[CH:15]=[CH:14][C:13]([CH2:16][CH2:17][NH2:18])=[CH:12][CH:11]=1.[NH2:19][C:20]([NH:22][C:23]1[NH:24][C:25]2[C:30]([C:31]=1[C:32](=[O:34])[NH2:33])=[CH:29][CH:28]=[C:27]([C:35]([OH:37])=O)[CH:26]=2)=[O:21].